This data is from NCI-60 drug combinations with 297,098 pairs across 59 cell lines. The task is: Regression. Given two drug SMILES strings and cell line genomic features, predict the synergy score measuring deviation from expected non-interaction effect. (1) Drug 1: C1CCN(CC1)CCOC2=CC=C(C=C2)C(=O)C3=C(SC4=C3C=CC(=C4)O)C5=CC=C(C=C5)O. Drug 2: CN1C(=O)N2C=NC(=C2N=N1)C(=O)N. Cell line: SK-MEL-28. Synergy scores: CSS=-5.73, Synergy_ZIP=5.44, Synergy_Bliss=6.81, Synergy_Loewe=-2.77, Synergy_HSA=-1.54. (2) Drug 1: C1CCN(CC1)CCOC2=CC=C(C=C2)C(=O)C3=C(SC4=C3C=CC(=C4)O)C5=CC=C(C=C5)O. Synergy scores: CSS=46.8, Synergy_ZIP=0.574, Synergy_Bliss=2.26, Synergy_Loewe=1.19, Synergy_HSA=1.34. Drug 2: CC1C(C(CC(O1)OC2CC(CC3=C2C(=C4C(=C3O)C(=O)C5=C(C4=O)C(=CC=C5)OC)O)(C(=O)CO)O)N)O.Cl. Cell line: BT-549. (3) Drug 1: CC1=C(C(=CC=C1)Cl)NC(=O)C2=CN=C(S2)NC3=CC(=NC(=N3)C)N4CCN(CC4)CCO. Drug 2: COCCOC1=C(C=C2C(=C1)C(=NC=N2)NC3=CC=CC(=C3)C#C)OCCOC.Cl. Cell line: HS 578T. Synergy scores: CSS=9.44, Synergy_ZIP=0.0160, Synergy_Bliss=1.45, Synergy_Loewe=3.60, Synergy_HSA=1.87. (4) Drug 1: CCN(CC)CCNC(=O)C1=C(NC(=C1C)C=C2C3=C(C=CC(=C3)F)NC2=O)C. Drug 2: C1C(C(OC1N2C=NC(=NC2=O)N)CO)O. Cell line: SK-OV-3. Synergy scores: CSS=-11.5, Synergy_ZIP=3.16, Synergy_Bliss=-5.65, Synergy_Loewe=-7.87, Synergy_HSA=-11.6. (5) Drug 1: CC1=CC=C(C=C1)C2=CC(=NN2C3=CC=C(C=C3)S(=O)(=O)N)C(F)(F)F. Drug 2: CC(C)(C#N)C1=CC(=CC(=C1)CN2C=NC=N2)C(C)(C)C#N. Cell line: NCIH23. Synergy scores: CSS=0.882, Synergy_ZIP=1.08, Synergy_Bliss=2.48, Synergy_Loewe=-1.54, Synergy_HSA=-1.71.